From a dataset of Catalyst prediction with 721,799 reactions and 888 catalyst types from USPTO. Predict which catalyst facilitates the given reaction. Reactant: C[P:2]([OH:11])([CH2:4][CH2:5][C@H:6](N)C(O)=O)=[O:3].P(Cl)(Cl)Cl.[Cl-:16].[Cl-].[Cl-].[Cl-].[Al+3].[CH2:21]=[CH2:22]. Product: [Cl:16][CH2:6][CH2:5][CH2:4][PH:2](=[O:3])[O:11][CH2:21][CH3:22]. The catalyst class is: 8.